From a dataset of NCI-60 drug combinations with 297,098 pairs across 59 cell lines. Regression. Given two drug SMILES strings and cell line genomic features, predict the synergy score measuring deviation from expected non-interaction effect. Drug 1: CC1=C2C(C(=O)C3(C(CC4C(C3C(C(C2(C)C)(CC1OC(=O)C(C(C5=CC=CC=C5)NC(=O)OC(C)(C)C)O)O)OC(=O)C6=CC=CC=C6)(CO4)OC(=O)C)OC)C)OC. Drug 2: C1=CN(C(=O)N=C1N)C2C(C(C(O2)CO)O)O.Cl. Cell line: NCI/ADR-RES. Synergy scores: CSS=34.1, Synergy_ZIP=-8.77, Synergy_Bliss=-0.143, Synergy_Loewe=1.67, Synergy_HSA=2.17.